Dataset: Reaction yield outcomes from USPTO patents with 853,638 reactions. Task: Predict the reaction yield, written as a fraction of the theoretical maximum amount of product (1.0 means a 100% yield; for example, 0.34 means a 34% yield). (1) The reactants are [CH3:1][C:2]1[C:7]([CH:8]([CH2:13][CH2:14][CH3:15])[C:9]([O:11]C)=[O:10])=[C:6]([C:16]2[CH:21]=[CH:20][C:19]([CH3:22])=[CH:18][CH:17]=2)[N:5]=[C:4]([N:23]2[CH2:28][CH2:27][CH2:26][CH2:25][CH2:24]2)[N:3]=1.[OH-].[Na+]. The catalyst is CO. The product is [CH3:1][C:2]1[C:7]([CH:8]([CH2:13][CH2:14][CH3:15])[C:9]([OH:11])=[O:10])=[C:6]([C:16]2[CH:17]=[CH:18][C:19]([CH3:22])=[CH:20][CH:21]=2)[N:5]=[C:4]([N:23]2[CH2:24][CH2:25][CH2:26][CH2:27][CH2:28]2)[N:3]=1. The yield is 0.770. (2) The yield is 0.880. The product is [C:16]([S:19][C:2]1[CH:7]=[CH:6][CH:5]=[C:4]([Cl:8])[N:3]=1)([CH3:18])([CH3:17])[CH3:15]. The catalyst is CN(C=O)C. The reactants are Cl[C:2]1[CH:7]=[CH:6][CH:5]=[C:4]([Cl:8])[N:3]=1.C([O-])([O-])=O.[Cs+].[Cs+].[CH3:15][C:16]([SH:19])([CH3:18])[CH3:17].